Dataset: Forward reaction prediction with 1.9M reactions from USPTO patents (1976-2016). Task: Predict the product of the given reaction. (1) The product is: [Cl:1][C:2]1[CH:30]=[CH:29][C:5]([CH2:6][NH:7][C:8]([C:10]2[C:19](=[O:20])[C:18]3[C:13]4=[C:14]([CH:33]=[C:32]([CH2:31][OH:34])[N:12]4[CH:11]=2)[CH:15]=[C:16]([CH2:21][N:22]2[CH2:27][CH2:26][O:25][CH2:24][CH2:23]2)[CH:17]=3)=[O:9])=[CH:4][CH:3]=1. Given the reactants [Cl:1][C:2]1[CH:30]=[CH:29][C:5]([CH2:6][NH:7][C:8]([C:10]2[CH:11]=[N:12][C:13]3[C:18]([C:19]=2[OH:20])=[CH:17][C:16]([CH2:21][N:22]2[CH2:27][CH2:26][O:25][CH2:24][CH2:23]2)=[CH:15][C:14]=3I)=[O:9])=[CH:4][CH:3]=1.[CH2:31]([OH:34])[C:32]#[CH:33], predict the reaction product. (2) Given the reactants Br[C:2]1[CH:7]=[CH:6][C:5]([C:8]2[CH2:13][O:12][C:11]3[CH:14]=[C:15]([Cl:18])[CH:16]=[CH:17][C:10]=3[N:9]=2)=[CH:4][CH:3]=1.[CH3:19][C:20]1([CH3:36])[C:24]([CH3:26])([CH3:25])[O:23][B:22]([B:22]2[O:23][C:24]([CH3:26])([CH3:25])[C:20]([CH3:36])([CH3:19])[O:21]2)[O:21]1.C([O-])(=O)C.[K+], predict the reaction product. The product is: [Cl:18][C:15]1[CH:16]=[CH:17][C:10]2[N:9]=[C:8]([C:5]3[CH:6]=[CH:7][C:2]([B:22]4[O:23][C:24]([CH3:26])([CH3:25])[C:20]([CH3:36])([CH3:19])[O:21]4)=[CH:3][CH:4]=3)[CH2:13][O:12][C:11]=2[CH:14]=1. (3) Given the reactants Cl[C:2]1[C:11]([CH2:12][CH3:13])=[C:10]([Cl:14])[C:9]2[C:4](=[CH:5][C:6]([F:16])=[CH:7][C:8]=2[F:15])[N:3]=1.[NH:17]1[CH2:22][CH2:21][CH2:20][CH2:19][C:18]1=[O:23], predict the reaction product. The product is: [Cl:14][C:10]1[C:9]2[C:4](=[CH:5][C:6]([F:16])=[CH:7][C:8]=2[F:15])[N:3]=[C:2]([N:17]2[CH2:22][CH2:21][CH2:20][CH2:19][C:18]2=[O:23])[C:11]=1[CH2:12][CH3:13]. (4) Given the reactants [Cl:1][C:2]1[N:9]=[C:8]([C:10]2[CH:15]=[CH:14][C:13]([CH3:16])=[CH:12][CH:11]=2)[C:7]([C:17]2[CH:22]=[CH:21][CH:20]=[CH:19][CH:18]=2)=[CH:6][C:3]=1[C:4]#[N:5].C1C(=O)N([Br:30])C(=O)C1.C(OOC(=O)C1C=CC=CC=1)(=O)C1C=CC=CC=1, predict the reaction product. The product is: [Br:30][CH2:16][C:13]1[CH:14]=[CH:15][C:10]([C:8]2[C:7]([C:17]3[CH:22]=[CH:21][CH:20]=[CH:19][CH:18]=3)=[CH:6][C:3]([C:4]#[N:5])=[C:2]([Cl:1])[N:9]=2)=[CH:11][CH:12]=1. (5) Given the reactants C[O:2][C:3]1[CH:17]=[CH:16][C:6]2[NH:7][C:8](=[O:15])[C:9]3[CH:10]=[CH:11][CH:12]=[N:13][C:14]=3[C:5]=2[CH:4]=1.ClCCl.B(Br)(Br)Br, predict the reaction product. The product is: [OH:2][C:3]1[CH:17]=[CH:16][C:6]2[NH:7][C:8](=[O:15])[C:9]3[CH:10]=[CH:11][CH:12]=[N:13][C:14]=3[C:5]=2[CH:4]=1. (6) Given the reactants Br[C:2]1[CH:3]=[C:4]2[C:8](=[CH:9][CH:10]=1)[N:7]([CH2:11][O:12][CH2:13][CH2:14][Si:15]([CH3:18])([CH3:17])[CH3:16])[CH:6]=[CH:5]2.C([Li])CCC.[C:24]([C:26]1[CH:33]=[CH:32][CH:31]=[CH:30][C:27]=1[CH:28]=[O:29])#[N:25], predict the reaction product. The product is: [OH:29][CH:28]([C:2]1[CH:3]=[C:4]2[C:8](=[CH:9][CH:10]=1)[N:7]([CH2:11][O:12][CH2:13][CH2:14][Si:15]([CH3:18])([CH3:17])[CH3:16])[CH:6]=[CH:5]2)[C:27]1[CH:30]=[CH:31][CH:32]=[CH:33][C:26]=1[C:24]#[N:25]. (7) Given the reactants [N+:1]([C:4]1[CH:5]=[C:6]2[C:10](=[CH:11][CH:12]=1)[NH:9][N:8]=[CH:7]2)([O-:3])=[O:2].C([O-])([O-])=O.[Cs+].[Cs+].Br[CH2:20][CH2:21][O:22][Si:23]([C:26]([CH3:29])([CH3:28])[CH3:27])([CH3:25])[CH3:24], predict the reaction product. The product is: [Si:23]([O:22][CH2:21][CH2:20][N:9]1[C:10]2[C:6](=[CH:5][C:4]([N+:1]([O-:3])=[O:2])=[CH:12][CH:11]=2)[CH:7]=[N:8]1)([C:26]([CH3:29])([CH3:28])[CH3:27])([CH3:25])[CH3:24]. (8) The product is: [Cl-:10].[C:15]([C:14]1[CH:18]=[CH:19][C:11]([CH2:20][N+:4]2[CH:5]=[CH:6][CH:7]=[C:2]([C:1](=[O:8])[NH2:9])[CH:3]=2)=[CH:12][CH:13]=1)([OH:17])=[O:16]. Given the reactants [C:1]([NH2:9])(=[O:8])[C:2]1[CH:7]=[CH:6][CH:5]=[N:4][CH:3]=1.[Cl:10][C:11]1[CH:19]=[CH:18][C:14]([C:15]([OH:17])=[O:16])=[CH:13][CH:12]=1.[CH2:20](O)C, predict the reaction product. (9) Given the reactants [C:1]1([CH2:7][CH2:8][CH2:9][CH2:10][CH2:11]O)[CH:6]=[CH:5][CH:4]=[CH:3][CH:2]=1.C1(P(C2C=CC=CC=2)C2C=CC=CC=2)C=CC=CC=1.N1C=CN=C1.[I:37]I, predict the reaction product. The product is: [C:1]1([CH2:7][CH2:8][CH2:9][CH2:10][CH2:11][I:37])[CH:6]=[CH:5][CH:4]=[CH:3][CH:2]=1.